This data is from Forward reaction prediction with 1.9M reactions from USPTO patents (1976-2016). The task is: Predict the product of the given reaction. (1) Given the reactants Cl[Si](C)(C)C.[F:6][C:7]1[C:12]([C:13]#[N:14])=[C:11](I)[C:10]([O:16][CH3:17])=[C:9]([O:18][CH3:19])[CH:8]=1.Br[C:21]1[CH:26]=[CH:25][CH:24]=[CH:23][N:22]=1, predict the reaction product. The product is: [F:6][C:7]1[C:12]([C:13]#[N:14])=[C:11]([C:21]2[CH:26]=[CH:25][CH:24]=[CH:23][N:22]=2)[C:10]([O:16][CH3:17])=[C:9]([O:18][CH3:19])[CH:8]=1. (2) Given the reactants [F:1][C:2]1[CH:7]=[CH:6][C:5]([S:8](Cl)(=[O:10])=[O:9])=[CH:4][CH:3]=1.Cl.[CH3:13][NH:14][CH3:15], predict the reaction product. The product is: [F:1][C:2]1[CH:7]=[CH:6][C:5]([S:8]([N:14]([CH3:15])[CH3:13])(=[O:10])=[O:9])=[CH:4][CH:3]=1. (3) Given the reactants [F:1][C:2]1[CH:7]=[CH:6][C:5]([CH2:8][N:9]2[C:13]([CH2:14][CH2:15][CH3:16])=[N:12][N:11]=[C:10]2[CH2:17][NH2:18])=[CH:4][CH:3]=1.[C:19]([O:22][CH2:23][C:24]1[CH:29]=[C:28]([C:30]([O:32][CH3:33])=[O:31])[CH:27]=[C:26]([CH:34]=O)[N:25]=1)(=[O:21])[CH3:20], predict the reaction product. The product is: [C:19]([O:22][CH2:23][C:24]1[CH:29]=[C:28]([C:30]([O:32][CH3:33])=[O:31])[CH:27]=[C:26]([CH2:34][NH:18][CH2:17][C:10]2[N:9]([CH2:8][C:5]3[CH:6]=[CH:7][C:2]([F:1])=[CH:3][CH:4]=3)[C:13]([CH2:14][CH2:15][CH3:16])=[N:12][N:11]=2)[N:25]=1)(=[O:21])[CH3:20]. (4) Given the reactants C(OCC1C=CC(CC2C=CC(CC)=CC=2)=C(O)C=1)(=O)C.[C:22]([O:25][C@:26]1([CH3:81])[C@@H:52]([CH2:53][O:54][C:55](=[O:62])[C:56]2[CH:61]=[CH:60][CH:59]=[CH:58][CH:57]=2)[O:51][C@H:29]([O:30][C:31]2[CH:36]=[C:35]([CH2:37][O:38]C(=O)C)[CH:34]=[CH:33][C:32]=2[CH2:42][C:43]2[CH:48]=[CH:47][C:46]([CH2:49][CH3:50])=[CH:45][CH:44]=2)[C@H:28]([O:63][C:64](=[O:71])[C:65]2[CH:70]=[CH:69][CH:68]=[CH:67][CH:66]=2)[C@H:27]1[O:72][C:73](=[O:80])[C:74]1[CH:79]=[CH:78][CH:77]=[CH:76][CH:75]=1)(=[O:24])[CH3:23].C(O[C@@H]1[C@@H](OC(=O)C2C=CC=CC=2)C[C@@H](COC(=O)C2C=CC=CC=2)O[C@H]1OC1C=C(CO)C=CC=1CC1C=CC(CC)=CC=1)(=O)C1C=CC=CC=1, predict the reaction product. The product is: [C:22]([O:25][C@:26]1([CH3:81])[C@@H:52]([CH2:53][O:54][C:55](=[O:62])[C:56]2[CH:61]=[CH:60][CH:59]=[CH:58][CH:57]=2)[O:51][C@H:29]([O:30][C:31]2[CH:36]=[C:35]([CH2:37][OH:38])[CH:34]=[CH:33][C:32]=2[CH2:42][C:43]2[CH:44]=[CH:45][C:46]([CH2:49][CH3:50])=[CH:47][CH:48]=2)[C@H:28]([O:63][C:64](=[O:71])[C:65]2[CH:70]=[CH:69][CH:68]=[CH:67][CH:66]=2)[C@H:27]1[O:72][C:73](=[O:80])[C:74]1[CH:79]=[CH:78][CH:77]=[CH:76][CH:75]=1)(=[O:24])[CH3:23]. (5) Given the reactants N1C=CC=NC=1N1CCN(C2N=CC(NC(C3N=C(C4C=CC=CC=4)OC=3C(F)(F)F)=O)=CC=2)CC1.[C:37]1([C:43]2[O:44][C:45]([C:51]([F:54])([F:53])[F:52])=[C:46]([C:48]([OH:50])=O)[N:47]=2)[CH:42]=[CH:41][CH:40]=[CH:39][CH:38]=1.[NH2:55][C:56]1[CH:57]=[CH:58][C:59]([N:62]2[CH2:67][CH2:66][C:65]([C:69]3[CH:74]=[CH:73][CH:72]=[C:71]([C:75]([F:78])([F:77])[F:76])[CH:70]=3)([OH:68])[CH2:64][CH2:63]2)=[N:60][CH:61]=1, predict the reaction product. The product is: [OH:68][C:65]1([C:69]2[CH:74]=[CH:73][CH:72]=[C:71]([C:75]([F:77])([F:78])[F:76])[CH:70]=2)[CH2:64][CH2:63][N:62]([C:59]2[CH:58]=[CH:57][C:56]([NH:55][C:48]([C:46]3[N:47]=[C:43]([C:37]4[CH:38]=[CH:39][CH:40]=[CH:41][CH:42]=4)[O:44][C:45]=3[C:51]([F:54])([F:53])[F:52])=[O:50])=[CH:61][N:60]=2)[CH2:67][CH2:66]1. (6) Given the reactants [F:1][C:2]1[CH:10]=[C:9]2[C:5]([C:6]([C:18]3[CH:19]=[CH:20][C:21]4[S:25](=[O:27])(=[O:26])[N:24]([CH2:28][CH2:29][OH:30])[CH:23]([CH3:31])[C:22]=4[CH:32]=3)=[CH:7][N:8]2[C:11]([O:13][C:14]([CH3:17])([CH3:16])[CH3:15])=[O:12])=[CH:4][CH:3]=1.CCN(C(C)C)C(C)C.[CH3:42][S:43](Cl)(=[O:45])=[O:44], predict the reaction product. The product is: [F:1][C:2]1[CH:10]=[C:9]2[C:5]([C:6]([C:18]3[CH:19]=[CH:20][C:21]4[S:25](=[O:26])(=[O:27])[N:24]([CH2:28][CH2:29][O:30][S:43]([CH3:42])(=[O:45])=[O:44])[CH:23]([CH3:31])[C:22]=4[CH:32]=3)=[CH:7][N:8]2[C:11]([O:13][C:14]([CH3:17])([CH3:16])[CH3:15])=[O:12])=[CH:4][CH:3]=1. (7) Given the reactants Br[C:2]1[N:7]=[CH:6][C:5]([C:8]([N:10]2[CH2:15][CH2:14][O:13][CH2:12][CH2:11]2)=[O:9])=[CH:4][CH:3]=1.[Cl:16][C:17]1[N:22]=[CH:21][N:20]=[C:19]([NH2:23])[CH:18]=1.CN(C1C(C2C(P(C3CCCCC3)C3CCCCC3)=CC=CC=2)=CC=CC=1)C.CC([O-])(C)C.[Na+], predict the reaction product. The product is: [Cl:16][C:17]1[N:22]=[CH:21][N:20]=[C:19]([NH:23][C:2]2[N:7]=[CH:6][C:5]([C:8]([N:10]3[CH2:15][CH2:14][O:13][CH2:12][CH2:11]3)=[O:9])=[CH:4][CH:3]=2)[CH:18]=1. (8) Given the reactants CC1C=CC(S(O[CH2:12][C@@H:13]2[O:17][C:16]3[C:18]4[C@@H:19]5[CH2:28][C@H:22]([C:23]=4[C:24]([O:26][CH3:27])=[CH:25][C:15]=3[CH2:14]2)[CH2:21][CH2:20]5)(=O)=O)=CC=1.[N-:29]=[N+:30]=[N-:31].[Na+].N(CC1OC2C3C(C=CC=2C1)=CC=CC=3)=[N+]=[N-], predict the reaction product. The product is: [N:29]([CH2:12][C@@H:13]1[O:17][C:16]2[C:18]3[C@@H:19]4[CH2:28][C@H:22]([C:23]=3[C:24]([O:26][CH3:27])=[CH:25][C:15]=2[CH2:14]1)[CH2:21][CH2:20]4)=[N+:30]=[N-:31]. (9) Given the reactants [OH-].[Na+].[C:3]([O:7][C:8]([NH:10][C@@H:11]([CH3:33])[C:12]([NH:14][C@@:15]1([C:28]([O:30]CC)=[O:29])[CH2:22][C:19]2([CH2:21][CH2:20]2)[C@@H:18]2[C@H:16]1[C@H:17]2[C:23]([O:25]CC)=[O:24])=[O:13])=[O:9])([CH3:6])([CH3:5])[CH3:4], predict the reaction product. The product is: [C:3]([O:7][C:8]([NH:10][C@@H:11]([CH3:33])[C:12]([NH:14][C@@:15]1([C:28]([OH:30])=[O:29])[CH2:22][C:19]2([CH2:20][CH2:21]2)[C@@H:18]2[C@H:16]1[C@H:17]2[C:23]([OH:25])=[O:24])=[O:13])=[O:9])([CH3:6])([CH3:4])[CH3:5].